Predict the product of the given reaction. From a dataset of Forward reaction prediction with 1.9M reactions from USPTO patents (1976-2016). (1) Given the reactants [CH2:1]([C:3]1[S:28][C:6]2[N:7]([CH2:13][C:14]3[CH:19]=[CH:18][C:17]([C:20]4[C:21]([C:26]#[N:27])=[CH:22][CH:23]=[CH:24][CH:25]=4)=[CH:16][CH:15]=3)[C:8](=[O:12])[NH:9][C:10](=[O:11])[C:5]=2[CH:4]=1)[CH3:2].Br[CH2:30][C:31]([C:33]1[N:37]([CH3:38])[C:36]2[CH:39]=[CH:40][CH:41]=[CH:42][C:35]=2[N:34]=1)=[O:32].CN(C)C=O.[H-].[Na+], predict the reaction product. The product is: [CH2:1]([C:3]1[S:28][C:6]2[N:7]([CH2:13][C:14]3[CH:19]=[CH:18][C:17]([C:20]4[C:21]([C:26]#[N:27])=[CH:22][CH:23]=[CH:24][CH:25]=4)=[CH:16][CH:15]=3)[C:8](=[O:12])[N:9]([CH2:30][C:31]([C:33]3[N:37]([CH3:38])[C:36]4[CH:39]=[CH:40][CH:41]=[CH:42][C:35]=4[N:34]=3)=[O:32])[C:10](=[O:11])[C:5]=2[CH:4]=1)[CH3:2]. (2) Given the reactants [C:1]([CH2:10][N-:11][CH2:12][C:13]1[S:14][CH:15]=[C:16](Br)[CH:17]=1)(=O)[CH2:2][CH2:3][CH2:4][CH2:5][CH2:6][CH2:7]C.CC1(C)C(C)(C)OB([C:27]2[CH:32]=[CH:31][C:30]([CH2:33][CH2:34][C:35]([O:37][CH2:38][CH3:39])=[O:36])=[CH:29][CH:28]=2)O1.[OH2:41].[CH3:42]N(C)C=O, predict the reaction product. The product is: [CH3:42][N:11]([CH2:12][C:13]1[S:14][CH:15]=[C:16]([C:27]2[CH:32]=[CH:31][C:30]([CH2:33][CH2:34][C:35]([O:37][CH2:38][CH3:39])=[O:36])=[CH:29][CH:28]=2)[CH:17]=1)[C:10](=[O:41])[CH2:1][CH2:2][CH2:3][CH2:4][CH2:5][CH2:6][CH3:7]. (3) Given the reactants C[O:2][C:3]([C:5]1[C:6]2[C:7]([C:30]([F:33])([F:32])[F:31])=[N:8][N:9]([C:14]3[CH:19]=[CH:18][C:17]([C:20]#[N:21])=[C:16]([NH:22][C@H:23]4[CH2:28][CH2:27][C@H:26]([OH:29])[CH2:25][CH2:24]4)[CH:15]=3)[C:10]=2[CH:11]=[CH:12][CH:13]=1)=[O:4].[OH-].[Na+].Cl, predict the reaction product. The product is: [C:20]([C:17]1[CH:18]=[CH:19][C:14]([N:9]2[C:10]3[CH:11]=[CH:12][CH:13]=[C:5]([C:3]([OH:4])=[O:2])[C:6]=3[C:7]([C:30]([F:31])([F:32])[F:33])=[N:8]2)=[CH:15][C:16]=1[NH:22][C@H:23]1[CH2:28][CH2:27][C@H:26]([OH:29])[CH2:25][CH2:24]1)#[N:21]. (4) Given the reactants [C:1]12([CH:11]([OH:20])[C:12]([F:19])([F:18])[C:13]([O:15]CC)=[O:14])[CH2:10][CH:5]3[CH2:6][CH:7]([CH2:9][CH:3]([CH2:4]3)[CH2:2]1)[CH2:8]2.[OH-].[Na+].Cl.[Cl-].[F:25][C:26]1[CH:31]=[CH:30][C:29]([S+:32]([C:39]2[CH:44]=[CH:43][CH:42]=[CH:41][CH:40]=2)[C:33]2[CH:38]=[CH:37][CH:36]=[CH:35][CH:34]=2)=[CH:28][CH:27]=1, predict the reaction product. The product is: [C:1]12([CH:11]([OH:20])[C:12]([F:19])([F:18])[C:13]([O-:15])=[O:14])[CH2:2][CH:3]3[CH2:4][CH:5]([CH2:6][CH:7]([CH2:9]3)[CH2:8]1)[CH2:10]2.[F:25][C:26]1[CH:31]=[CH:30][C:29]([S+:32]([C:39]2[CH:40]=[CH:41][CH:42]=[CH:43][CH:44]=2)[C:33]2[CH:38]=[CH:37][CH:36]=[CH:35][CH:34]=2)=[CH:28][CH:27]=1. (5) Given the reactants [C:1]([C:4]1[C:5]([O:23][CH3:24])=[C:6]([CH:12]2[CH2:15][N:14]([C:16]([O:18][C:19]([CH3:22])([CH3:21])[CH3:20])=[O:17])[CH2:13]2)[C:7]([F:11])=[C:8]([Cl:10])[CH:9]=1)(=[O:3])[CH3:2].[BH4-].[Na+], predict the reaction product. The product is: [Cl:10][C:8]1[C:7]([F:11])=[C:6]([CH:12]2[CH2:13][N:14]([C:16]([O:18][C:19]([CH3:22])([CH3:21])[CH3:20])=[O:17])[CH2:15]2)[C:5]([O:23][CH3:24])=[C:4]([CH:1]([OH:3])[CH3:2])[CH:9]=1. (6) Given the reactants [Cl:1][C:2]1[CH:3]=[C:4]([C:24]([F:27])([F:26])[F:25])[N:5]2[CH2:22][CH2:21][N:20]([CH3:23])[C:7]3([CH2:12][CH2:11][N:10](C(OC(C)(C)C)=O)[CH2:9][CH2:8]3)[C:6]=12.FC(F)(F)C(O)=O.C(=O)(O)[O-].[Na+], predict the reaction product. The product is: [Cl:1][C:2]1[CH:3]=[C:4]([C:24]([F:26])([F:25])[F:27])[N:5]2[CH2:22][CH2:21][N:20]([CH3:23])[C:7]3([CH2:8][CH2:9][NH:10][CH2:11][CH2:12]3)[C:6]=12. (7) Given the reactants [CH2:1]([O:5][C:6]1[CH:13]=[CH:12][C:9]([CH:10]=O)=[CH:8][CH:7]=1)[CH2:2][CH2:3][CH3:4].[CH3:14][C:15]([C:17]1[CH:22]=[C:21]([O:23][CH3:24])[CH:20]=[C:19]([O:25][CH3:26])[CH:18]=1)=[O:16].[OH-].[Na+], predict the reaction product. The product is: [CH2:1]([O:5][C:6]1[CH:13]=[CH:12][C:9](/[CH:10]=[CH:14]/[C:15]([C:17]2[CH:18]=[C:19]([O:25][CH3:26])[CH:20]=[C:21]([O:23][CH3:24])[CH:22]=2)=[O:16])=[CH:8][CH:7]=1)[CH2:2][CH2:3][CH3:4]. (8) Given the reactants [CH3:1][O:2][C:3]1[CH:4]=[C:5]2[C:10](=[CH:11][C:12]=1[O:13][CH3:14])[N:9]=[CH:8][N:7]=[C:6]2[O:15][C:16]1[CH:22]=[CH:21][C:19]([NH2:20])=[CH:18][CH:17]=1.C1(C)C=CC=CC=1.C(N(CC)CC)C.Cl[C:38](Cl)([O:40][C:41](=[O:47])OC(Cl)(Cl)Cl)Cl.[F:49][C:50]([F:60])([F:59])[C:51]1[CH:58]=[CH:57][C:54](CO)=[CH:53][CH:52]=1, predict the reaction product. The product is: [CH3:1][O:2][C:3]1[CH:4]=[C:5]2[C:10](=[CH:11][C:12]=1[O:13][CH3:14])[N:9]=[CH:8][N:7]=[C:6]2[O:15][C:16]1[CH:22]=[CH:21][C:19]([NH:20][C:41](=[O:47])[O:40][CH2:38][C:54]2[CH:57]=[CH:58][C:51]([C:50]([F:60])([F:59])[F:49])=[CH:52][CH:53]=2)=[CH:18][CH:17]=1.